This data is from Reaction yield outcomes from USPTO patents with 853,638 reactions. The task is: Predict the reaction yield, written as a fraction of the theoretical maximum amount of product (1.0 means a 100% yield; for example, 0.34 means a 34% yield). (1) The reactants are [F:1][C:2]1[CH:7]=[CH:6][C:5]([C:8](=[O:15])[CH2:9][CH2:10][CH2:11][C:12]([OH:14])=O)=[CH:4][CH:3]=1.C(N([CH2:21][CH3:22])CC)C.[CH3:23][C:24](C)(C)[C:25](Cl)=[O:26].C1[N:35](CC2C=CC=CC=2)[C:33](=O)[O:32]C1.Cl.O1[CH2:48][CH2:47][CH2:46][CH2:45]1. The catalyst is CN(C)C1C=CN=CC=1. The product is [CH2:23]([C@H:24]1[CH2:25][O:26][C:33](=[O:32])[N:35]1[C:12](=[O:14])[CH2:11][CH2:10][CH2:9][C:8]([C:5]1[CH:4]=[CH:3][C:2]([F:1])=[CH:7][CH:6]=1)=[O:15])[C:22]1[CH:21]=[CH:45][CH:46]=[CH:47][CH:48]=1. The yield is 0.780. (2) The reactants are Cl[C:2]([O:4][CH2:5][C:6]1[CH:11]=[CH:10][CH:9]=[CH:8][CH:7]=1)=[O:3].[Br:12][C:13]1[CH:18]=[CH:17][C:16]([CH2:19][CH2:20][NH:21][CH3:22])=[CH:15][CH:14]=1.C(N(CC)CC)C. The catalyst is C(Cl)Cl. The product is [Br:12][C:13]1[CH:14]=[CH:15][C:16]([CH2:19][CH2:20][N:21]([CH3:22])[C:2](=[O:3])[O:4][CH2:5][C:6]2[CH:11]=[CH:10][CH:9]=[CH:8][CH:7]=2)=[CH:17][CH:18]=1. The yield is 0.650. (3) The reactants are C([O:3][P:4]([CH2:9][CH2:10][NH:11][C:12](=[O:39])[CH2:13][CH2:14][C:15]([CH3:38])=[CH:16][CH2:17][C:18]1[C:19]([O:31]CC[Si](C)(C)C)=[C:20]2[C:24](=[C:25]([CH3:29])[C:26]=1[O:27][CH3:28])[CH2:23][O:22][C:21]2=[O:30])(=[O:8])[O:5]CC)C.C[Si](Br)(C)C.N1C(C)=CC=CC=1C. The catalyst is C(#N)C. The product is [OH:31][C:19]1[C:18]([CH2:17][CH:16]=[C:15]([CH3:38])[CH2:14][CH2:13][C:12]([NH:11][CH2:10][CH2:9][P:4](=[O:3])([OH:8])[OH:5])=[O:39])=[C:26]([O:27][CH3:28])[C:25]([CH3:29])=[C:24]2[C:20]=1[C:21](=[O:30])[O:22][CH2:23]2. The yield is 0.290.